Task: Predict hERG channel inhibition at various concentrations.. Dataset: hERG Central: cardiac toxicity at 1µM, 10µM, and general inhibition (1) The drug is N#CC1=C(Nc2ccccc2)SC=C(c2ccc(Br)cc2)N=C1N1CCOCC1. Results: hERG_inhib (hERG inhibition (general)): blocker. (2) The molecule is CCCCN(CCCC)C(=O)CSc1nnc(-c2cc(OC)c(OC)c(OC)c2)o1. Results: hERG_inhib (hERG inhibition (general)): blocker.